Dataset: Forward reaction prediction with 1.9M reactions from USPTO patents (1976-2016). Task: Predict the product of the given reaction. (1) Given the reactants [C:1]([C:3]1[CH:8]=[CH:7][C:6]([N:9]([CH2:16][C:17]([F:20])([F:19])[F:18])[CH2:10][CH:11]([CH3:15])[C:12]([NH2:14])=O)=[CH:5][C:4]=1[C:21]([F:24])([F:23])[F:22])#[N:2].C(Cl)(Cl)(Cl)Cl.C1(P(C2C=CC=CC=2)C2C=CC=CC=2)C=CC=CC=1, predict the reaction product. The product is: [C:12]([CH:11]([CH3:15])[CH2:10][N:9]([CH2:16][C:17]([F:18])([F:19])[F:20])[C:6]1[CH:7]=[CH:8][C:3]([C:1]#[N:2])=[C:4]([C:21]([F:22])([F:24])[F:23])[CH:5]=1)#[N:14]. (2) Given the reactants Cl[C:2]1[N:7]=[C:6]([C:8]2[CH:13]=[CH:12][C:11]([C:14]([F:17])([F:16])[F:15])=[C:10]([O:18][CH2:19][C:20]([F:23])([F:22])[F:21])[CH:9]=2)[CH:5]=[C:4]([C:24]([F:27])([F:26])[F:25])[N:3]=1.[Br:28][C:29]1[CH:30]=[C:31](B(O)O)[CH:32]=[CH:33][CH:34]=1, predict the reaction product. The product is: [Br:28][C:29]1[CH:34]=[C:33]([C:2]2[N:7]=[C:6]([C:8]3[CH:13]=[CH:12][C:11]([C:14]([F:17])([F:16])[F:15])=[C:10]([O:18][CH2:19][C:20]([F:23])([F:22])[F:21])[CH:9]=3)[CH:5]=[C:4]([C:24]([F:27])([F:26])[F:25])[N:3]=2)[CH:32]=[CH:31][CH:30]=1. (3) Given the reactants [CH2:1]([N:8]1[CH2:12][C@H:11]2[C@H:13]([NH2:16])[CH2:14][CH2:15][C@H:10]2[CH2:9]1)[C:2]1[CH:7]=[CH:6][CH:5]=[CH:4][CH:3]=1.[CH3:17][C:18]([CH3:30])([CH3:29])[CH:19]([C:23]1[CH:28]=[CH:27][CH:26]=[CH:25][CH:24]=1)[C:20](O)=[O:21].C1([C@H](CC)C(O)=O)C=CC=CC=1, predict the reaction product. The product is: [CH2:1]([N:8]1[CH2:12][C@@H:11]2[C@@H:13]([NH:16][C:20](=[O:21])[CH:19]([C:23]3[CH:24]=[CH:25][CH:26]=[CH:27][CH:28]=3)[C:18]([CH3:30])([CH3:29])[CH3:17])[CH2:14][CH2:15][C@@H:10]2[CH2:9]1)[C:2]1[CH:3]=[CH:4][CH:5]=[CH:6][CH:7]=1.